Dataset: Forward reaction prediction with 1.9M reactions from USPTO patents (1976-2016). Task: Predict the product of the given reaction. (1) Given the reactants [C:1]([O:5][C:6]([N:8]1[C:12]2=[N:13][CH:14]=[CH:15][CH:16]=[C:11]2[C:10]([CH2:17]N(C)C)=[CH:9]1)=[O:7])([CH3:4])([CH3:3])[CH3:2].[Cl:21]C(OC(C)C)=O.O, predict the reaction product. The product is: [C:1]([O:5][C:6]([N:8]1[C:12]2=[N:13][CH:14]=[CH:15][CH:16]=[C:11]2[C:10]([CH2:17][Cl:21])=[CH:9]1)=[O:7])([CH3:4])([CH3:3])[CH3:2]. (2) Given the reactants N([O-])=O.[Na+].N[C:6]1[CH:13]=[CH:12][C:9]([C:10]#[N:11])=[CH:8][C:7]=1[CH2:14][C:15]#[N:16].[I-:17].[K+].S([O-])([O-])(=O)=S.[Na+].[Na+], predict the reaction product. The product is: [C:15]([CH2:14][C:7]1[CH:8]=[C:9]([CH:12]=[CH:13][C:6]=1[I:17])[C:10]#[N:11])#[N:16]. (3) Given the reactants [S:1]1[C:5]2[CH:6]=[C:7]([C:10]([OH:12])=O)[CH:8]=[CH:9][C:4]=2[N:3]=[CH:2]1.P(Cl)(Cl)(Cl)=O.[F:18][C:19]1[CH:24]=[CH:23][C:22]([C:25]2[N:26]=[C:27]3[CH:32]=[CH:31][CH:30]=[N:29][N:28]3[C:33]=2[C:34]2[CH:39]=[CH:38][N:37]=[C:36]([NH2:40])[CH:35]=2)=[CH:21][C:20]=1[CH3:41].C(N(CC)CC)C.C(=O)([O-])O.[Na+], predict the reaction product. The product is: [F:18][C:19]1[CH:24]=[CH:23][C:22]([C:25]2[N:26]=[C:27]3[CH:32]=[CH:31][CH:30]=[N:29][N:28]3[C:33]=2[C:34]2[CH:39]=[CH:38][N:37]=[C:36]([NH:40][C:10]([C:7]3[CH:8]=[CH:9][C:4]4[N:3]=[CH:2][S:1][C:5]=4[CH:6]=3)=[O:12])[CH:35]=2)=[CH:21][C:20]=1[CH3:41]. (4) The product is: [F:1][C:2]1[CH:7]=[C:6]([C:8]([F:10])([F:9])[F:11])[CH:5]=[CH:4][C:3]=1[C:12]1[C:21]2[CH2:20][CH2:19][CH2:18][CH:17]([CH2:22][CH2:23][OH:24])[C:16]=2[CH:15]=[N:14][CH:13]=1. Given the reactants [F:1][C:2]1[CH:7]=[C:6]([C:8]([F:11])([F:10])[F:9])[CH:5]=[CH:4][C:3]=1[C:12]1[C:21]2[CH2:20][CH2:19][CH2:18][CH:17]([CH2:22][C:23](OCC)=[O:24])[C:16]=2[CH:15]=[N:14][CH:13]=1.[H-].C([Al+]CC(C)C)C(C)C, predict the reaction product. (5) Given the reactants [CH2:1]([N:3]1[CH:7]=[C:6]([CH2:8][N:9]([C:23]2[CH:28]=[CH:27][C:26]([CH:29]([CH3:31])[CH3:30])=[CH:25][CH:24]=2)[C:10]([CH:12]2[C:21]3[C:16](=[CH:17][C:18]([OH:22])=[CH:19][CH:20]=3)[CH2:15][CH2:14][CH2:13]2)=[O:11])[CH:5]=[N:4]1)[CH3:2].Cl.Cl[CH2:34][CH2:35][N:36]([CH3:38])[CH3:37], predict the reaction product. The product is: [CH3:37][N:36]([CH3:38])[CH2:35][CH2:34][O:22][C:18]1[CH:17]=[C:16]2[C:21](=[CH:20][CH:19]=1)[CH:12]([C:10]([N:9]([CH2:8][C:6]1[CH:5]=[N:4][N:3]([CH2:1][CH3:2])[CH:7]=1)[C:23]1[CH:24]=[CH:25][C:26]([CH:29]([CH3:30])[CH3:31])=[CH:27][CH:28]=1)=[O:11])[CH2:13][CH2:14][CH2:15]2. (6) Given the reactants C(O[C:6]([N:8]1[CH2:12][C:11](=[N:13][O:14][CH3:15])[CH2:10][C@H:9]1[C:16]([OH:18])=O)=[O:7])(C)(C)C.[C:19]1([C:28]2[CH:33]=[CH:32][CH:31]=[CH:30][CH:29]=2)[CH:24]=[CH:23][C:22](C(Cl)=O)=[CH:21][CH:20]=1.O[N:35]=[C:36]([C@@H:38]1[CH2:43][CH2:42][CH2:41][CH2:40][C@H:39]1[OH:44])[NH2:37].NC(=NO)C1CCN(C(OC(C)(C)C)=O)CC1, predict the reaction product. The product is: [CH3:15][O:14][N:13]=[C:11]1[CH2:10][C@@H:9]([C:16]2[O:18][N:37]=[C:36]([C@@H:38]3[CH2:43][CH2:42][CH2:41][CH2:40][C@H:39]3[OH:44])[N:35]=2)[N:8]([C:6]([C:31]2[CH:30]=[CH:29][C:28]([C:19]3[CH:20]=[CH:21][CH:22]=[CH:23][CH:24]=3)=[CH:33][CH:32]=2)=[O:7])[CH2:12]1. (7) Given the reactants [F:1][C:2]1[CH:7]=[CH:6][CH:5]=[CH:4][C:3]=1[C:8]1[N:9]=[C:10]([C@H:13]2[CH2:18][CH2:17][CH2:16][NH:15][CH2:14]2)[O:11][CH:12]=1.[F:19][C:20]1[CH:21]=[C:22]([CH:26]=[CH:27][N:28]=1)[C:23](O)=[O:24], predict the reaction product. The product is: [F:1][C:2]1[CH:7]=[CH:6][CH:5]=[CH:4][C:3]=1[C:8]1[N:9]=[C:10]([C@H:13]2[CH2:18][CH2:17][CH2:16][N:15]([C:23]([C:22]3[CH:26]=[CH:27][N:28]=[C:20]([F:19])[CH:21]=3)=[O:24])[CH2:14]2)[O:11][CH:12]=1. (8) Given the reactants CO[C:3](=[O:17])[C@@H:4]([CH:14]1[CH2:16][CH2:15]1)[NH:5][C@@H:6]([C:8]1[CH:13]=[CH:12][CH:11]=[CH:10][CH:9]=1)[CH3:7].[CH2:18]([Mg]Br)[CH:19]=[CH2:20].[CH2:23]1[CH2:27]OC[CH2:24]1, predict the reaction product. The product is: [CH:14]1([C@@H:4]([NH:5][C@@H:6]([C:8]2[CH:9]=[CH:10][CH:11]=[CH:12][CH:13]=2)[CH3:7])[C:3]([OH:17])([CH2:27][CH:23]=[CH2:24])[CH2:18][CH:19]=[CH2:20])[CH2:15][CH2:16]1. (9) Given the reactants [CH2:1]([O:8][C:9]([NH:11][C@@H:12]([CH:18]([CH3:20])[CH3:19])[CH:13]([OH:17])[C:14]([OH:16])=[O:15])=[O:10])[C:2]1[CH:7]=[CH:6][CH:5]=[CH:4][CH:3]=1.N1C=CC=CC=1.[C:27](OC(=O)C)(=[O:29])[CH3:28], predict the reaction product. The product is: [CH2:1]([O:8][C:9]([NH:11][C@@H:12]([CH:18]([CH3:20])[CH3:19])[CH:13]([O:17][C:27](=[O:29])[CH3:28])[C:14]([OH:16])=[O:15])=[O:10])[C:2]1[CH:3]=[CH:4][CH:5]=[CH:6][CH:7]=1.